Predict the product of the given reaction. From a dataset of Forward reaction prediction with 1.9M reactions from USPTO patents (1976-2016). (1) The product is: [F:1][C:2]12[CH2:4][CH:3]1[CH2:5][C:10]1[N:11]([CH2:19][C:20]3[CH:25]=[CH:24][C:23]([O:26][CH3:27])=[CH:22][CH:21]=3)[N:12]=[C:13]([C:15]([F:17])([F:18])[F:16])[C:14]=12. Given the reactants [F:1][C:2]12[C:14]3[C:13]([C:15]([F:18])([F:17])[F:16])=[N:12][N:11]([CH2:19][C:20]4[CH:25]=[CH:24][C:23]([O:26][CH3:27])=[CH:22][CH:21]=4)[C:10]=3[C:5]3(SCCS3)[CH:3]1[CH2:4]2, predict the reaction product. (2) Given the reactants [Cl:1][C:2]1[CH:3]=[C:4]([NH:8][C:9]2[CH:14]=[C:13]([NH:15][C:16]3[CH:17]=[C:18]([CH:26]=[CH:27][CH:28]=3)[C:19]([O:21][C:22]([CH3:25])([CH3:24])[CH3:23])=[O:20])[N:12]3[N:29]=[CH:30][C:31]([CH:32]=O)=[C:11]3[N:10]=2)[CH:5]=[CH:6][CH:7]=1.C(O)C.[NH:37]1[CH2:43][C:41](=[O:42])[NH:40][C:38]1=[O:39].N1CCCCC1, predict the reaction product. The product is: [Cl:1][C:2]1[CH:3]=[C:4]([NH:8][C:9]2[CH:14]=[C:13]([NH:15][C:16]3[CH:17]=[C:18]([CH:26]=[CH:27][CH:28]=3)[C:19]([O:21][C:22]([CH3:23])([CH3:25])[CH3:24])=[O:20])[N:12]3[N:29]=[CH:30][C:31]([CH:32]=[C:43]4[C:41](=[O:42])[NH:40][C:38](=[O:39])[NH:37]4)=[C:11]3[N:10]=2)[CH:5]=[CH:6][CH:7]=1.